From a dataset of NCI-60 drug combinations with 297,098 pairs across 59 cell lines. Regression. Given two drug SMILES strings and cell line genomic features, predict the synergy score measuring deviation from expected non-interaction effect. (1) Drug 1: CC1=CC2C(CCC3(C2CCC3(C(=O)C)OC(=O)C)C)C4(C1=CC(=O)CC4)C. Drug 2: CC1C(C(=O)NC(C(=O)N2CCCC2C(=O)N(CC(=O)N(C(C(=O)O1)C(C)C)C)C)C(C)C)NC(=O)C3=C4C(=C(C=C3)C)OC5=C(C(=O)C(=C(C5=N4)C(=O)NC6C(OC(=O)C(N(C(=O)CN(C(=O)C7CCCN7C(=O)C(NC6=O)C(C)C)C)C)C(C)C)C)N)C. Cell line: TK-10. Synergy scores: CSS=2.47, Synergy_ZIP=7.31, Synergy_Bliss=12.0, Synergy_Loewe=5.60, Synergy_HSA=7.37. (2) Drug 1: C1=CC(=C2C(=C1NCCNCCO)C(=O)C3=C(C=CC(=C3C2=O)O)O)NCCNCCO. Drug 2: CN(CC1=CN=C2C(=N1)C(=NC(=N2)N)N)C3=CC=C(C=C3)C(=O)NC(CCC(=O)O)C(=O)O. Cell line: UO-31. Synergy scores: CSS=30.3, Synergy_ZIP=-7.72, Synergy_Bliss=-9.15, Synergy_Loewe=-3.86, Synergy_HSA=-2.39. (3) Cell line: UACC62. Drug 2: B(C(CC(C)C)NC(=O)C(CC1=CC=CC=C1)NC(=O)C2=NC=CN=C2)(O)O. Synergy scores: CSS=34.9, Synergy_ZIP=-0.595, Synergy_Bliss=2.87, Synergy_Loewe=-15.6, Synergy_HSA=2.33. Drug 1: CCN(CC)CCCC(C)NC1=C2C=C(C=CC2=NC3=C1C=CC(=C3)Cl)OC. (4) Drug 1: C1=NC2=C(N=C(N=C2N1C3C(C(C(O3)CO)O)F)Cl)N. Drug 2: C1CN1C2=NC(=NC(=N2)N3CC3)N4CC4. Cell line: HCT-15. Synergy scores: CSS=43.6, Synergy_ZIP=-9.76, Synergy_Bliss=-7.58, Synergy_Loewe=-27.6, Synergy_HSA=-3.14. (5) Drug 1: C1=CC(=C2C(=C1NCCNCCO)C(=O)C3=C(C=CC(=C3C2=O)O)O)NCCNCCO. Drug 2: C(CC(=O)O)C(=O)CN.Cl. Cell line: MDA-MB-231. Synergy scores: CSS=33.1, Synergy_ZIP=-2.87, Synergy_Bliss=-3.12, Synergy_Loewe=-1.38, Synergy_HSA=-0.352.